This data is from Forward reaction prediction with 1.9M reactions from USPTO patents (1976-2016). The task is: Predict the product of the given reaction. (1) The product is: [CH3:20][C:14]1[C:15]([O:18][CH3:19])=[C:16]([CH3:17])[C:11]([C:5]2[C:6]([CH3:10])=[C:7]([O:8][CH3:9])[C:2]([CH3:1])=[CH:3][C:4]=2[P:43]([C:45]2[CH:50]=[C:49]([CH3:51])[C:48]([O:52][CH3:53])=[C:47]([CH3:54])[CH:46]=2)[C:55]2[CH:56]=[C:57]([CH3:64])[C:58]([O:62][CH3:63])=[C:59]([CH3:61])[CH:60]=2)=[C:12]([P:21]([C:33]2[CH:38]=[C:37]([CH3:39])[C:36]([O:40][CH3:41])=[C:35]([CH3:42])[CH:34]=2)[C:23]2[CH:24]=[C:25]([CH3:32])[C:26]([O:30][CH3:31])=[C:27]([CH3:29])[CH:28]=2)[CH:13]=1. Given the reactants [CH3:1][C:2]1[C:7]([O:8][CH3:9])=[C:6]([CH3:10])[C:5]([C:11]2[C:16]([CH3:17])=[C:15]([O:18][CH3:19])[C:14]([CH3:20])=[CH:13][C:12]=2[P:21]([C:33]2[CH:38]=[C:37]([CH3:39])[C:36]([O:40][CH3:41])=[C:35]([CH3:42])[CH:34]=2)([C:23]2[CH:28]=[C:27]([CH3:29])[C:26]([O:30][CH3:31])=[C:25]([CH3:32])[CH:24]=2)=O)=[C:4]([P:43]([C:55]2[CH:60]=[C:59]([CH3:61])[C:58]([O:62][CH3:63])=[C:57]([CH3:64])[CH:56]=2)([C:45]2[CH:50]=[C:49]([CH3:51])[C:48]([O:52][CH3:53])=[C:47]([CH3:54])[CH:46]=2)=O)[CH:3]=1.C(N(CC)CC)C.Cl[SiH](Cl)Cl, predict the reaction product. (2) Given the reactants C[N:2]([CH3:13])[C:3](=[O:12])[C:4]1[CH:9]=[CH:8][CH:7]=[C:6]([CH3:10])[C:5]=1[CH3:11].C([CH:16]1[CH2:24][CH:23]2[N:19]([CH2:20][CH2:21][CH2:22]2)[CH2:18][CH2:17]1)#N, predict the reaction product. The product is: [CH3:10][C:6]1[CH:7]=[CH:8][CH:9]=[C:4]2[C:5]=1[CH:11]=[C:13]([CH:16]1[CH2:24][CH:23]3[N:19]([CH2:20][CH2:21][CH2:22]3)[CH2:18][CH2:17]1)[NH:2][C:3]2=[O:12]. (3) Given the reactants C([Li])CCC.C(NC(C)C)(C)C.[CH2:13]([O:20][C:21](=[O:34])[CH:22]([CH3:33])[CH2:23][CH2:24][O:25][CH2:26][C:27]1[CH:32]=[CH:31][CH:30]=[CH:29][CH:28]=1)[C:14]1[CH:19]=[CH:18][CH:17]=[CH:16][CH:15]=1.C(Br)(Br)(Br)[Br:36], predict the reaction product. The product is: [CH2:13]([O:20][C:21](=[O:34])[C:22]([Br:36])([CH3:33])[CH2:23][CH2:24][O:25][CH2:26][C:27]1[CH:32]=[CH:31][CH:30]=[CH:29][CH:28]=1)[C:14]1[CH:15]=[CH:16][CH:17]=[CH:18][CH:19]=1. (4) Given the reactants [CH3:1][C:2]1([CH3:10])[C:4]([CH3:6])([CH3:5])[CH:3]1[C:7](Cl)=[O:8].[NH2:11][C:12]1[CH:19]=[CH:18][C:15]([C:16]#[N:17])=[CH:14][CH:13]=1.C(N(CC)CC)C, predict the reaction product. The product is: [CH3:1][C:2]1([CH3:10])[C:4]([CH3:6])([CH3:5])[CH:3]1[C:7]([NH:11][C:12]1[CH:19]=[CH:18][C:15]([C:16]#[N:17])=[CH:14][CH:13]=1)=[O:8]. (5) Given the reactants [F:1][C:2]([F:24])([F:23])[C:3]1[CH:4]=[C:5]([C:9]2[N:10]=[C:11]([C@H:14]3[CH2:19][CH2:18][C@H:17]([C:20](O)=[O:21])[CH2:16][CH2:15]3)[NH:12][CH:13]=2)[CH:6]=[CH:7][CH:8]=1.[CH3:25][C:26]1[CH:31]=[CH:30][C:29]([S:32]([NH2:35])(=[O:34])=[O:33])=[CH:28][CH:27]=1.C(Cl)CCl, predict the reaction product. The product is: [CH3:25][C:26]1[CH:27]=[CH:28][C:29]([S:32]([NH:35][C:20]([C@H:17]2[CH2:16][CH2:15][C@H:14]([C:11]3[NH:12][CH:13]=[C:9]([C:5]4[CH:6]=[CH:7][CH:8]=[C:3]([C:2]([F:24])([F:23])[F:1])[CH:4]=4)[N:10]=3)[CH2:19][CH2:18]2)=[O:21])(=[O:34])=[O:33])=[CH:30][CH:31]=1. (6) Given the reactants [O:1]1[CH2:6][CH2:5][CH2:4][CH2:3][C@H:2]1[CH2:7][OH:8].[F:9][C:10]([F:23])([F:22])[S:11](O[S:11]([C:10]([F:23])([F:22])[F:9])(=[O:13])=[O:12])(=[O:13])=[O:12].C(N(CC)CC)C, predict the reaction product. The product is: [F:9][C:10]([F:23])([F:22])[S:11]([O:8][CH2:7][C@@H:2]1[CH2:3][CH2:4][CH2:5][CH2:6][O:1]1)(=[O:13])=[O:12].